Dataset: Catalyst prediction with 721,799 reactions and 888 catalyst types from USPTO. Task: Predict which catalyst facilitates the given reaction. (1) Reactant: [CH2:1]([O:3][C:4](=[O:17])[C:5](=O)[CH2:6][C:7]([C:9]1[CH:14]=[CH:13][C:12]([CH3:15])=[CH:11][N:10]=1)=O)[CH3:2].[NH:18]([C:20]1[S:21][CH:22]=[CH:23][N:24]=1)[NH2:19].Cl. Product: [CH2:1]([O:3][C:4]([C:5]1[CH:6]=[C:7]([C:9]2[CH:14]=[CH:13][C:12]([CH3:15])=[CH:11][N:10]=2)[N:18]([C:20]2[S:21][CH:22]=[CH:23][N:24]=2)[N:19]=1)=[O:17])[CH3:2]. The catalyst class is: 8. (2) Reactant: [NH2:1][C:2]1[N:7]=[CH:6][C:5]([C:8]#[C:9][C:10]2[CH:11]=[C:12]([NH:16][C:17](=[O:25])OC3C=CC=CC=3)[CH:13]=[CH:14][CH:15]=2)=[CH:4][N:3]=1.[NH2:26][C:27]1[S:28][C:29]([CH3:32])=[N:30][N:31]=1.C(N(CC)CC)C. Product: [NH2:1][C:2]1[N:3]=[CH:4][C:5]([C:8]#[C:9][C:10]2[CH:11]=[C:12]([NH:16][C:17]([NH:26][C:27]3[S:28][C:29]([CH3:32])=[N:30][N:31]=3)=[O:25])[CH:13]=[CH:14][CH:15]=2)=[CH:6][N:7]=1. The catalyst class is: 1. (3) Reactant: [NH2:1][C:2]1[CH:6]=[C:5]([C:7]2[CH:12]=[CH:11][C:10]([F:13])=[CH:9][CH:8]=2)[S:4][C:3]=1[C:14]([NH:16][CH2:17][CH2:18][C:19]1[CH:24]=[CH:23][C:22]([CH:25]([N:27]2[CH2:31][CH2:30][CH2:29][CH2:28]2)[CH3:26])=[CH:21][CH:20]=1)=[O:15].C(N(CC)CC)C.Cl[C:40](Cl)([O:42]C(=O)OC(Cl)(Cl)Cl)Cl.N1CCCC1. Product: [F:13][C:10]1[CH:11]=[CH:12][C:7]([C:5]2[S:4][C:3]3[C:14](=[O:15])[N:16]([CH2:17][CH2:18][C:19]4[CH:24]=[CH:23][C:22]([CH:25]([N:27]5[CH2:31][CH2:30][CH2:29][CH2:28]5)[CH3:26])=[CH:21][CH:20]=4)[C:40](=[O:42])[NH:1][C:2]=3[CH:6]=2)=[CH:8][CH:9]=1. The catalyst class is: 756. (4) Product: [C:1]1([CH:7]2[O:12][C:11](=[O:13])[N:10]([CH2:14][C:15]3[CH:20]=[CH:19][CH:18]=[CH:17][C:16]=3[N:21]([CH2:35][O:36][CH2:37][CH3:38])[S:22]([C:25]([F:26])([F:27])[F:28])(=[O:23])=[O:24])[CH2:9][CH2:8]2)[CH:6]=[CH:5][CH:4]=[CH:3][CH:2]=1. The catalyst class is: 10. Reactant: [C:1]1([CH:7]2[O:12][C:11](=[O:13])[N:10]([CH2:14][C:15]3[CH:20]=[CH:19][CH:18]=[CH:17][C:16]=3[NH:21][S:22]([C:25]([F:28])([F:27])[F:26])(=[O:24])=[O:23])[CH2:9][CH2:8]2)[CH:6]=[CH:5][CH:4]=[CH:3][CH:2]=1.C(=O)([O-])O.[Na+].Cl[CH2:35][O:36][CH2:37][CH3:38].O.